This data is from Forward reaction prediction with 1.9M reactions from USPTO patents (1976-2016). The task is: Predict the product of the given reaction. Given the reactants [Br:1][C:2]1[CH:7]=[CH:6][CH:5]=[C:4]([Br:8])[C:3]=1[CH3:9].[Br:10]N1C(=O)CCC1=O, predict the reaction product. The product is: [Br:1][C:2]1[CH:7]=[CH:6][CH:5]=[C:4]([Br:8])[C:3]=1[CH2:9][Br:10].